Dataset: Peptide-MHC class II binding affinity with 134,281 pairs from IEDB. Task: Regression. Given a peptide amino acid sequence and an MHC pseudo amino acid sequence, predict their binding affinity value. This is MHC class II binding data. (1) The peptide sequence is AAATAGTPVYGAFAA. The MHC is HLA-DQA10102-DQB10602 with pseudo-sequence HLA-DQA10102-DQB10602. The binding affinity (normalized) is 0.541. (2) The peptide sequence is YPWDRIEEVTRMAMT. The MHC is DRB1_0801 with pseudo-sequence DRB1_0801. The binding affinity (normalized) is 0.545. (3) The peptide sequence is KRVSNVIIHGLHLYG. The MHC is HLA-DPA10103-DPB10401 with pseudo-sequence HLA-DPA10103-DPB10401. The binding affinity (normalized) is 0.280.